Dataset: Forward reaction prediction with 1.9M reactions from USPTO patents (1976-2016). Task: Predict the product of the given reaction. (1) Given the reactants [Cl:1][C:2]1[C:10]([Cl:11])=[CH:9][CH:8]=[CH:7][C:3]=1[C:4]([OH:6])=O.[F:12][C:13]1([F:32])[CH2:18][CH2:17][CH:16]([CH:19]([C:22]2[CH:23]=[N:24][C:25]([C:28]([F:31])([F:30])[F:29])=[N:26][CH:27]=2)[CH2:20][NH2:21])[CH2:15][CH2:14]1, predict the reaction product. The product is: [Cl:1][C:2]1[C:10]([Cl:11])=[CH:9][CH:8]=[CH:7][C:3]=1[C:4]([NH:21][CH2:20][CH:19]([CH:16]1[CH2:15][CH2:14][C:13]([F:32])([F:12])[CH2:18][CH2:17]1)[C:22]1[CH:27]=[N:26][C:25]([C:28]([F:29])([F:30])[F:31])=[N:24][CH:23]=1)=[O:6]. (2) Given the reactants [C:1]1(/[CH:7]=[CH:8]/[C:9]2[CH:10]=[C:11]([C:15]3[N:16]=[C:17]([CH2:20][N:21]4[CH:25]=[C:24]([C:26]([OH:28])=[O:27])[CH:23]=[N:22]4)[S:18][CH:19]=3)[CH:12]=[CH:13][CH:14]=2)[CH:6]=[CH:5][CH:4]=[CH:3][CH:2]=1, predict the reaction product. The product is: [C:1]1([CH2:7][CH2:8][C:9]2[CH:10]=[C:11]([C:15]3[N:16]=[C:17]([CH2:20][N:21]4[CH:25]=[C:24]([C:26]([OH:28])=[O:27])[CH:23]=[N:22]4)[S:18][CH:19]=3)[CH:12]=[CH:13][CH:14]=2)[CH:6]=[CH:5][CH:4]=[CH:3][CH:2]=1. (3) Given the reactants [CH3:1][O:2][C:3]1[CH:4]=[C:5]2[C:10](=[CH:11][C:12]=1[CH2:13][CH2:14][C:15]([O:17][CH2:18][CH3:19])=[O:16])[N:9](S(C)(=O)=O)[CH2:8][CH:7]=[CH:6]2.[OH-].[K+].Cl, predict the reaction product. The product is: [CH3:1][O:2][C:3]1[CH:4]=[C:5]2[C:10](=[CH:11][C:12]=1[CH2:13][CH2:14][C:15]([O:17][CH2:18][CH3:19])=[O:16])[N:9]=[CH:8][CH:7]=[CH:6]2. (4) Given the reactants [NH2:1][C@@H:2]1[CH2:7][CH2:6][C@H:5]([NH:8][C:9]2[CH:14]=[C:13]([N:15]([CH3:17])[CH3:16])[N:12]=[C:11]([CH3:18])[N:10]=2)[CH2:4][CH2:3]1.[Cl:19][C:20]1[CH:21]=[C:22]([N:27]=[C:28]=[S:29])[CH:23]=[CH:24][C:25]=1[F:26].O, predict the reaction product. The product is: [ClH:19].[Cl:19][C:20]1[CH:21]=[C:22]([NH:27][C:28]([NH:1][C@H:2]2[CH2:3][CH2:4][C@@H:5]([NH:8][C:9]3[CH:14]=[C:13]([N:15]([CH3:17])[CH3:16])[N:12]=[C:11]([CH3:18])[N:10]=3)[CH2:6][CH2:7]2)=[S:29])[CH:23]=[CH:24][C:25]=1[F:26]. (5) The product is: [CH3:34][C:31]1[C:30]2[CH:38]=[CH:39][C:27]([O:26][CH2:25][CH2:24][O:15][C:11]3[CH:10]=[C:9]4[C:14](=[CH:13][CH:12]=3)[C@H:6]([CH2:5][C:4]([OH:3])=[O:16])[CH2:7][CH2:8]4)=[C:28]([CH2:40][CH2:41][CH3:42])[C:29]=2[O:33][N:32]=1. Given the reactants C([O:3][C:4](=[O:16])[CH2:5][C@H:6]1[C:14]2[C:9](=[CH:10][C:11]([OH:15])=[CH:12][CH:13]=2)[CH2:8][CH2:7]1)C.C([O-])([O-])=O.[Cs+].[Cs+].Br[CH2:24][CH2:25][O:26][C:27]1[CH:39]=[CH:38][C:30]2[C:31]([C:34](F)(F)F)=[N:32][O:33][C:29]=2[C:28]=1[CH2:40][CH2:41][CH3:42], predict the reaction product. (6) The product is: [CH:15]([C@H:9]1[NH:8][C:12](=[O:13])[CH2:11][C:10]1=[O:14])([CH3:17])[CH3:16]. Given the reactants C(OC([N:8]1[C:12](=[O:13])[CH2:11][C:10](=[O:14])[CH:9]1[CH:15]([CH3:17])[CH3:16])=O)CCC, predict the reaction product. (7) Given the reactants [F:1][C:2]([F:33])([F:32])[C:3]1[CH:4]=[C:5]([CH:25]=[C:26]([C:28]([F:31])([F:30])[F:29])[CH:27]=1)[CH2:6][N:7]([CH3:24])[C:8](=[O:23])[C:9]1[C:14]([C:15]2[CH:20]=[CH:19][CH:18]=[CH:17][C:16]=2[CH3:21])=[CH:13][C:12](I)=[N:11][CH:10]=1.C(N(CC)CC)C.[SH:41][C:42]1[CH:47]=[CH:46][CH:45]=[CH:44][N:43]=1.C(OCC)(=O)C, predict the reaction product. The product is: [F:1][C:2]([F:33])([F:32])[C:3]1[CH:4]=[C:5]([CH:25]=[C:26]([C:28]([F:31])([F:30])[F:29])[CH:27]=1)[CH2:6][N:7]([CH3:24])[C:8](=[O:23])[C:9]1[C:14]([C:15]2[CH:20]=[CH:19][CH:18]=[CH:17][C:16]=2[CH3:21])=[CH:13][C:12]([S:41][C:42]2[CH:47]=[CH:46][CH:45]=[CH:44][N:43]=2)=[N:11][CH:10]=1.